Binary Classification. Given a drug SMILES string, predict its activity (active/inactive) in a high-throughput screening assay against a specified biological target. From a dataset of HIV replication inhibition screening data with 41,000+ compounds from the AIDS Antiviral Screen. (1) The drug is C1CN2N3CCCC23C1. The result is 0 (inactive). (2) The compound is CC12CC3CC(C1)CC(N=[N+]=[N-])(C3)C2. The result is 0 (inactive). (3) The compound is COc1ccc(-c2c(C(C)=O)c(-c3ccccc3)n(C3OC(COC(C)=O)C(OC(C)=O)C(OC(C)=O)C3OC(C)=O)c(=S)c2C#N)cc1. The result is 0 (inactive). (4) The compound is COC(=O)c1ccc(NC=C(C#N)c2ccsc2)cc1. The result is 0 (inactive). (5) The result is 0 (inactive). The drug is Clc1cccc(C2ON=C(c3ccccc3)N2C23CC4CC(CC(C4)C2)C3)c1Cl. (6) The molecule is Cn1c(=O)c2c([nH]c(=N)n2C2OC(CO)C(O)C2O)n(C)c1=O. The result is 0 (inactive).